Dataset: Forward reaction prediction with 1.9M reactions from USPTO patents (1976-2016). Task: Predict the product of the given reaction. (1) Given the reactants [F:1][C:2]1[CH:3]=[N:4][C:5]([C@@H:8]([NH:10]C(=O)OCCCC)[CH3:9])=[N:6][CH:7]=1.[ClH:18], predict the reaction product. The product is: [ClH:18].[F:1][C:2]1[CH:3]=[N:4][C:5]([C@@H:8]([NH2:10])[CH3:9])=[N:6][CH:7]=1. (2) The product is: [C:36]([O:40][C:41]([NH:43][CH2:44][CH2:45][O:46][C:47]1[C:56]([C:57]2[CH:61]=[CH:60][O:59][CH:58]=2)=[CH:55][CH:54]=[C:53]([CH2:62][S:63]([C:66]2[CH:71]=[CH:70][CH:69]=[CH:68][C:67]=2[O:72][CH3:73])(=[O:65])=[O:64])[C:48]=1[C:49]([OH:51])=[O:50])=[O:42])([CH3:39])([CH3:38])[CH3:37]. Given the reactants C1(S(CC2C(C(O)=O)=C(OCCNC(OC(C)(C)C)=O)C(C3C=COC=3)=CC=2)(=O)=O)C=CC=CC=1.[C:36]([O:40][C:41]([NH:43][CH2:44][CH2:45][O:46][C:47]1[C:56]([C:57]2[CH:61]=[CH:60][O:59][CH:58]=2)=[CH:55][CH:54]=[C:53]([CH2:62][S:63]([C:66]2[CH:71]=[CH:70][CH:69]=[CH:68][C:67]=2[O:72][CH3:73])(=[O:65])=[O:64])[C:48]=1[C:49]([O:51]C)=[O:50])=[O:42])([CH3:39])([CH3:38])[CH3:37], predict the reaction product. (3) Given the reactants [C:1]([CH2:4][O:5][C:6]1[CH:14]=[CH:13][CH:12]=[CH:11][C:7]=1[C:8]([OH:10])=[O:9])([OH:3])=[O:2].[Cl:15][S:16](O)(=[O:18])=[O:17].ClS(C1C=CC(OC)=C(C=1)C(O)=O)(=O)=O, predict the reaction product. The product is: [C:1]([CH2:4][O:5][C:6]1[CH:14]=[CH:13][C:12]([S:16]([Cl:15])(=[O:18])=[O:17])=[CH:11][C:7]=1[C:8]([OH:10])=[O:9])([OH:3])=[O:2]. (4) Given the reactants [Cl:1][C:2]1[CH:10]=[CH:9][CH:8]=[CH:7][C:3]=1[C:4]([OH:6])=O.[F:11][CH:12]([F:29])[C:13]1[N:18]=[CH:17][C:16]([C:19]2([CH2:27][NH2:28])[CH2:24][CH2:23][C:22]([F:26])([F:25])[CH2:21][CH2:20]2)=[CH:15][N:14]=1, predict the reaction product. The product is: [Cl:1][C:2]1[CH:10]=[CH:9][CH:8]=[CH:7][C:3]=1[C:4]([NH:28][CH2:27][C:19]1([C:16]2[CH:15]=[N:14][C:13]([CH:12]([F:29])[F:11])=[N:18][CH:17]=2)[CH2:24][CH2:23][C:22]([F:25])([F:26])[CH2:21][CH2:20]1)=[O:6]. (5) Given the reactants [OH:1][C:2]1[C:3]2[N:4]([C:8]([C:12]([NH:14][C@H:15]([CH2:18][CH2:19][CH2:20][CH3:21])[CH2:16][OH:17])=[O:13])=[C:9]([CH3:11])[N:10]=2)[CH:5]=[CH:6][CH:7]=1.C(=O)([O-])[O-].[Cs+].[Cs+].Br[CH2:29][CH:30]1[CH2:33][CH2:32][CH2:31]1.CN(C=O)C, predict the reaction product. The product is: [CH:30]1([CH2:29][O:1][C:2]2[C:3]3[N:4]([C:8]([C:12]([NH:14][C@H:15]([CH2:18][CH2:19][CH2:20][CH3:21])[CH2:16][OH:17])=[O:13])=[C:9]([CH3:11])[N:10]=3)[CH:5]=[CH:6][CH:7]=2)[CH2:33][CH2:32][CH2:31]1. (6) Given the reactants [CH3:1][NH:2][C:3]1[CH:8]=[CH:7][C:6]([CH3:9])=[CH:5][C:4]=1[N+:10]([O-])=O.Cl, predict the reaction product. The product is: [NH2:10][C:4]1[CH:5]=[C:6]([CH3:9])[CH:7]=[CH:8][C:3]=1[NH:2][CH3:1]. (7) Given the reactants C[O:2][C:3](=[O:28])[C@@H:4]([O:25][CH2:26][CH3:27])[CH2:5][C:6]1[CH:11]=[CH:10][C:9]([O:12][CH2:13][C:14]2[N:15]=[C:16]([C:20]([CH3:23])([CH3:22])[CH3:21])[O:17][C:18]=2[CH3:19])=[CH:8][C:7]=1[Cl:24].[Li+].[OH-], predict the reaction product. The product is: [C:20]([C:16]1[O:17][C:18]([CH3:19])=[C:14]([CH2:13][O:12][C:9]2[CH:10]=[CH:11][C:6]([CH2:5][C@H:4]([O:25][CH2:26][CH3:27])[C:3]([OH:28])=[O:2])=[C:7]([Cl:24])[CH:8]=2)[N:15]=1)([CH3:22])([CH3:23])[CH3:21]. (8) Given the reactants C[C:2]1[N:7]=[C:6]([NH:8][C:9]2C=CC=CN=2)[CH:5]=[CH:4][CH:3]=1.Br[C:16]1[CH:21]=[CH:20][CH:19]=[CH:18][N:17]=1.[C:22](=O)([O-])[O-].[Na+].[Na+].[Br-].[K+], predict the reaction product. The product is: [CH3:22][C:18]1[N:17]=[C:16]([CH2:9][NH:8][C:6]2[CH:5]=[CH:4][CH:3]=[CH:2][N:7]=2)[CH:21]=[CH:20][CH:19]=1. (9) Given the reactants [CH2:1]1[C:9]2[C:4](=[CH:5][CH:6]=[CH:7][CH:8]=2)[CH2:3][CH:2]1[C@H:10]1[NH:15][C:14](=[O:16])[C@@H:13]([C@@H:17]([CH3:20])[CH2:18][CH3:19])[N:12]([CH:21]([C:32]2[C:33]([CH3:39])=[N:34][C:35]([CH3:38])=[CH:36][CH:37]=2)[C:22]([NH:24][C:25]2C=CC=CC=2O)=[O:23])[C:11]1=[O:40].C(N1C=CN=C1)(N1C=CN=C1)=O.CN.O1CCCC1, predict the reaction product. The product is: [CH2:1]1[C:9]2[C:4](=[CH:5][CH:6]=[CH:7][CH:8]=2)[CH2:3][CH:2]1[C@H:10]1[NH:15][C:14](=[O:16])[C@@H:13]([C@@H:17]([CH3:20])[CH2:18][CH3:19])[N:12]([C@H:21]([C:32]2[C:33]([CH3:39])=[N:34][C:35]([CH3:38])=[CH:36][CH:37]=2)[C:22]([NH:24][CH3:25])=[O:23])[C:11]1=[O:40].